The task is: Regression. Given two drug SMILES strings and cell line genomic features, predict the synergy score measuring deviation from expected non-interaction effect.. This data is from NCI-60 drug combinations with 297,098 pairs across 59 cell lines. Drug 1: CC1OCC2C(O1)C(C(C(O2)OC3C4COC(=O)C4C(C5=CC6=C(C=C35)OCO6)C7=CC(=C(C(=C7)OC)O)OC)O)O. Drug 2: CC1CCC2CC(C(=CC=CC=CC(CC(C(=O)C(C(C(=CC(C(=O)CC(OC(=O)C3CCCCN3C(=O)C(=O)C1(O2)O)C(C)CC4CCC(C(C4)OC)OCCO)C)C)O)OC)C)C)C)OC. Cell line: IGROV1. Synergy scores: CSS=43.1, Synergy_ZIP=-0.789, Synergy_Bliss=-1.15, Synergy_Loewe=5.87, Synergy_HSA=7.30.